This data is from Reaction yield outcomes from USPTO patents with 853,638 reactions. The task is: Predict the reaction yield, written as a fraction of the theoretical maximum amount of product (1.0 means a 100% yield; for example, 0.34 means a 34% yield). The product is [CH3:6]/[C:7](=[CH:17]\[C:18]1[CH:23]=[CH:22][C:21]([NH2:24])=[CH:20][CH:19]=1)/[CH:8]=[CH:9]/[C:10]([O:12][C:13]([CH3:14])([CH3:15])[CH3:16])=[O:11]. The yield is 0.860. The catalyst is CO. The reactants are O.O.[Sn](Cl)Cl.[CH3:6]/[C:7](=[CH:17]\[C:18]1[CH:23]=[CH:22][C:21]([N+:24]([O-])=O)=[CH:20][CH:19]=1)/[CH:8]=[CH:9]/[C:10]([O:12][C:13]([CH3:16])([CH3:15])[CH3:14])=[O:11].